This data is from Peptide-MHC class II binding affinity with 134,281 pairs from IEDB. The task is: Regression. Given a peptide amino acid sequence and an MHC pseudo amino acid sequence, predict their binding affinity value. This is MHC class II binding data. (1) The peptide sequence is GIVVAWKVRLLPVPP. The MHC is DRB1_0901 with pseudo-sequence DRB1_0901. The binding affinity (normalized) is 0.454. (2) The MHC is DRB1_0901 with pseudo-sequence DRB1_0901. The binding affinity (normalized) is 0.370. The peptide sequence is AAWGGSGSEAYQGVQ. (3) The peptide sequence is APNGGFRRIPRGALH. The MHC is DRB1_1101 with pseudo-sequence DRB1_1101. The binding affinity (normalized) is 0.789. (4) The peptide sequence is GKIWPSHKGRPGNFLQSR. The MHC is DRB1_0301 with pseudo-sequence DRB1_0301. The binding affinity (normalized) is 0.0621. (5) The peptide sequence is EGGAHLVQDDVIPAN. The MHC is DRB1_0401 with pseudo-sequence DRB1_0401. The binding affinity (normalized) is 0.538. (6) The peptide sequence is AAFSRMLSLFFRQHI. The MHC is DRB1_1501 with pseudo-sequence DRB1_1501. The binding affinity (normalized) is 0.612.